From a dataset of Catalyst prediction with 721,799 reactions and 888 catalyst types from USPTO. Predict which catalyst facilitates the given reaction. (1) Reactant: C[O:2][CH2:3][C@H:4]([CH3:36])[O:5][C:6]1[CH:7]=[C:8]([C:23]2[NH:27][C:26]([C:28]3[O:29][CH2:30][C@@H:31]([C@@H:33]([OH:35])[CH3:34])[N:32]=3)=[CH:25][CH:24]=2)[CH:9]=[C:10]([O:12][C:13]2[CH:14]=[N:15][C:16]([S:19]([CH3:22])(=[O:21])=[O:20])=[CH:17][CH:18]=2)[CH:11]=1.B(Br)(Br)Br.C(=O)([O-])O.[Na+]. Product: [OH:35][C@H:33]([C@@H:31]1[CH2:30][O:29][C:28]([C:26]2[NH:27][C:23]([C:8]3[CH:7]=[C:6]([CH:11]=[C:10]([O:12][C:13]4[CH:14]=[N:15][C:16]([S:19]([CH3:22])(=[O:20])=[O:21])=[CH:17][CH:18]=4)[CH:9]=3)[O:5][C@@H:4]([CH3:36])[CH2:3][OH:2])=[CH:24][CH:25]=2)=[N:32]1)[CH3:34]. The catalyst class is: 2. (2) Reactant: [C:1]([NH:4][C:5]1[CH:10]=[CH:9][C:8]([S:11](C2C=CC([N+]([O-])=O)=C(Cl)C=2)(=[O:13])=[O:12])=[CH:7][CH:6]=1)(=[O:3])[CH3:2].O.[ClH:25]. Product: [C:1]([NH:4][C:5]1[CH:6]=[CH:7][C:8]([S:11]([NH:4][C:5]2[CH:10]=[CH:9][CH:8]=[CH:7][C:6]=2[Cl:25])(=[O:12])=[O:13])=[CH:9][CH:10]=1)(=[O:3])[CH3:2]. The catalyst class is: 679. (3) Reactant: Br[CH2:2]/[CH:3]=[CH:4]/[C:5]([O:7][CH3:8])=[O:6].C(N(CC)CC)C.[CH2:16]([NH:23][CH2:24][CH2:25][NH:26][CH2:27][C:28]1[CH:33]=[CH:32][CH:31]=[CH:30][CH:29]=1)[C:17]1[CH:22]=[CH:21][CH:20]=[CH:19][CH:18]=1. Product: [CH3:8][O:7][C:5](=[O:6])[CH2:4][CH:3]1[CH2:2][N:26]([CH2:27][C:28]2[CH:33]=[CH:32][CH:31]=[CH:30][CH:29]=2)[CH2:25][CH2:24][N:23]1[CH2:16][C:17]1[CH:22]=[CH:21][CH:20]=[CH:19][CH:18]=1. The catalyst class is: 11. (4) Reactant: [F:1][C:2]([F:16])([F:15])[C:3]([N:5]([CH:12]([CH3:14])[CH3:13])[C:6]1[CH:7]=[N:8][O:9][C:10]=1[CH3:11])=O.C[O-].[Na+].[Cl-].[NH4+]. Product: [C:10]([C:6]1[N:5]([CH:12]([CH3:14])[CH3:13])[C:3]([C:2]([F:16])([F:15])[F:1])=[N:8][CH:7]=1)(=[O:9])[CH3:11]. The catalyst class is: 50. (5) Reactant: [CH2:1]([N:8]1[CH2:13][CH2:12][C:11](=O)[CH:10]([CH3:15])[CH2:9]1)[C:2]1[CH:7]=[CH:6][CH:5]=[CH:4][CH:3]=1.[NH2:16][C:17]1[CH:18]=[C:19]2[C:23](=[CH:24][CH:25]=1)[NH:22][N:21]=[CH:20]2.C(O)(=O)C.C(=O)([O-])O.[Na+]. Product: [CH2:1]([N:8]1[CH2:13][CH2:12][CH:11]([NH:16][C:17]2[CH:18]=[C:19]3[C:23](=[CH:24][CH:25]=2)[NH:22][N:21]=[CH:20]3)[CH:10]([CH3:15])[CH2:9]1)[C:2]1[CH:7]=[CH:6][CH:5]=[CH:4][CH:3]=1. The catalyst class is: 130. (6) Reactant: [NH:1]1[CH2:9][CH2:8][CH:4]([C:5]([OH:7])=[O:6])[CH2:3][CH2:2]1.[CH3:10][C:11]([O:14][C:15](O[C:15]([O:14][C:11]([CH3:13])([CH3:12])[CH3:10])=[O:16])=[O:16])([CH3:13])[CH3:12].[OH-].[Na+]. Product: [C:11]([O:14][C:15]([N:1]1[CH2:9][CH2:8][CH:4]([C:5]([OH:7])=[O:6])[CH2:3][CH2:2]1)=[O:16])([CH3:13])([CH3:12])[CH3:10]. The catalyst class is: 38.